Dataset: Peptide-MHC class I binding affinity with 185,985 pairs from IEDB/IMGT. Task: Regression. Given a peptide amino acid sequence and an MHC pseudo amino acid sequence, predict their binding affinity value. This is MHC class I binding data. (1) The peptide sequence is KTKDYVNGL. The MHC is HLA-B15:01 with pseudo-sequence HLA-B15:01. The binding affinity (normalized) is 0.251. (2) The peptide sequence is TLKPGTMSV. The MHC is HLA-B27:03 with pseudo-sequence HLA-B27:03. The binding affinity (normalized) is 0.0847. (3) The binding affinity (normalized) is 0.0847. The MHC is HLA-A29:02 with pseudo-sequence HLA-A29:02. The peptide sequence is IAHVRDVVM. (4) The peptide sequence is RIKQIINMW. The MHC is HLA-B27:05 with pseudo-sequence HLA-B27:05. The binding affinity (normalized) is 0.0847. (5) The peptide sequence is KLPTWLGAA. The MHC is HLA-A02:02 with pseudo-sequence HLA-A02:02. The binding affinity (normalized) is 0.426.